Task: Predict the reactants needed to synthesize the given product.. Dataset: Full USPTO retrosynthesis dataset with 1.9M reactions from patents (1976-2016) (1) Given the product [Cl:27][C:2]1[N:6]([C:7]2[CH:8]=[C:9]([CH:15]=[CH:16][CH:17]=2)[C:10]([O:12][CH2:13][CH3:14])=[O:11])[C:5]2[CH:18]=[CH:19][C:20]([C:22]([F:25])([F:24])[F:23])=[CH:21][C:4]=2[N:3]=1, predict the reactants needed to synthesize it. The reactants are: O=[C:2]1[N:6]([C:7]2[CH:8]=[C:9]([CH:15]=[CH:16][CH:17]=2)[C:10]([O:12][CH2:13][CH3:14])=[O:11])[C:5]2[CH:18]=[CH:19][C:20]([C:22]([F:25])([F:24])[F:23])=[CH:21][C:4]=2[NH:3]1.P(Cl)(Cl)(Cl)(Cl)[Cl:27]. (2) Given the product [F:1][C:2]([F:14])([C:7]1[CH:12]=[CH:11][C:10]([OH:13])=[C:9]([N+:20]([O-:22])=[O:21])[CH:8]=1)[C:3]([F:5])([F:4])[F:6], predict the reactants needed to synthesize it. The reactants are: [F:1][C:2]([F:14])([C:7]1[CH:12]=[CH:11][C:10]([OH:13])=[CH:9][CH:8]=1)[C:3]([F:6])([F:5])[F:4].S(=O)(=O)(O)O.[N+:20]([O-])([OH:22])=[O:21].